Dataset: Full USPTO retrosynthesis dataset with 1.9M reactions from patents (1976-2016). Task: Predict the reactants needed to synthesize the given product. Given the product [F:1][C:2]1[CH:11]=[CH:10][CH:9]=[C:8]2[C:3]=1[C:4]([C:19]1[C:20](=[O:21])[NH:22][C:25](=[O:24])[C:26]=1[C:28]1[C:29]3[CH:42]=[CH:41][S:40][C:30]=3[NH:31][CH:32]=1)=[N:5][C:6]([N:12]1[CH2:17][CH2:16][N:15]([CH3:18])[CH2:14][CH2:13]1)=[N:7]2, predict the reactants needed to synthesize it. The reactants are: [F:1][C:2]1[CH:11]=[CH:10][CH:9]=[C:8]2[C:3]=1[C:4]([CH2:19][C:20]([NH2:22])=[O:21])=[N:5][C:6]([N:12]1[CH2:17][CH2:16][N:15]([CH3:18])[CH2:14][CH2:13]1)=[N:7]2.C[O:24][C:25](=O)[C:26]([C:28]1[C:29]2[CH:42]=[CH:41][S:40][C:30]=2[N:31](C(OC(C)(C)C)=O)[CH:32]=1)=O.CC([O-])(C)C.[K+].